This data is from Peptide-MHC class I binding affinity with 185,985 pairs from IEDB/IMGT. The task is: Regression. Given a peptide amino acid sequence and an MHC pseudo amino acid sequence, predict their binding affinity value. This is MHC class I binding data. (1) The peptide sequence is IVHSYLKNYK. The MHC is HLA-A33:01 with pseudo-sequence HLA-A33:01. The binding affinity (normalized) is 0.151. (2) The peptide sequence is WLKEKHEEL. The MHC is HLA-A02:01 with pseudo-sequence HLA-A02:01. The binding affinity (normalized) is 0.471. (3) The peptide sequence is NHIWVELSL. The binding affinity (normalized) is 0.845. The MHC is HLA-B38:01 with pseudo-sequence HLA-B38:01.